This data is from Catalyst prediction with 721,799 reactions and 888 catalyst types from USPTO. The task is: Predict which catalyst facilitates the given reaction. (1) Reactant: [OH-].[Na+].[Br:3][C:4]1[CH:9]=[CH:8][C:7]([N:10]([C:15]2[C:35]([CH:36]3[CH2:38][CH2:37]3)=[CH:34][C:18]3[C:19]([C:29]([O:31]CC)=[O:30])=[C:20]([C:22]4[CH:27]=[CH:26][C:25]([Cl:28])=[CH:24][CH:23]=4)[O:21][C:17]=3[CH:16]=2)[S:11]([CH3:14])(=[O:13])=[O:12])=[CH:6][C:5]=1[Cl:39].CCOC(C)=O.Cl. Product: [Br:3][C:4]1[CH:9]=[CH:8][C:7]([N:10]([C:15]2[C:35]([CH:36]3[CH2:37][CH2:38]3)=[CH:34][C:18]3[C:19]([C:29]([OH:31])=[O:30])=[C:20]([C:22]4[CH:23]=[CH:24][C:25]([Cl:28])=[CH:26][CH:27]=4)[O:21][C:17]=3[CH:16]=2)[S:11]([CH3:14])(=[O:12])=[O:13])=[CH:6][C:5]=1[Cl:39]. The catalyst class is: 36. (2) Reactant: [O:1]=[S:2]1(=[O:49])[CH2:7][CH2:6][N:5]([CH2:8][CH2:9][NH:10][C@:11]23[CH2:45][CH2:44][C@@H:43]([C:46]([CH3:48])=[CH2:47])[C@@H:12]2[C@@H:13]2[C@@:26]([CH3:29])([CH2:27][CH2:28]3)[C@@:25]3([CH3:30])[C@@H:16]([C@:17]4([CH3:42])[C@@H:22]([CH2:23][CH2:24]3)[C:21]([CH3:32])([CH3:31])[C:20]([CH2:33][CH2:34][C:35]([CH3:41])([CH3:40])[CH2:36][C:37](O)=[O:38])=[CH:19][CH2:18]4)[CH2:15][CH2:14]2)[CH2:4][CH2:3]1.CN(C(ON1N=NC2C=CC=NC1=2)=[N+](C)C)C.F[P-](F)(F)(F)(F)F.C(N(CC)C(C)C)(C)C.[NH2:83][OH:84]. Product: [O:49]=[S:2]1(=[O:1])[CH2:7][CH2:6][N:5]([CH2:8][CH2:9][NH:10][C@:11]23[CH2:45][CH2:44][C@@H:43]([C:46]([CH3:48])=[CH2:47])[C@@H:12]2[C@@H:13]2[C@@:26]([CH3:29])([CH2:27][CH2:28]3)[C@@:25]3([CH3:30])[C@@H:16]([C@:17]4([CH3:42])[C@@H:22]([CH2:23][CH2:24]3)[C:21]([CH3:31])([CH3:32])[C:20]([CH2:33][CH2:34][C:35]([CH3:40])([CH3:41])[CH2:36][C:37]([NH:83][OH:84])=[O:38])=[CH:19][CH2:18]4)[CH2:15][CH2:14]2)[CH2:4][CH2:3]1. The catalyst class is: 2. (3) Reactant: [Br:1]Br.[O:3]1[CH:7]=[CH:6][CH:5]=[C:4]1[C:8]1[C:9]([NH2:14])=[N:10][CH:11]=[CH:12][CH:13]=1.CCCCCC.C(OCC)(=O)C. Product: [BrH:1].[Br:1][C:7]1[O:3][C:4]([C:8]2[C:9]([NH2:14])=[N:10][CH:11]=[CH:12][CH:13]=2)=[CH:5][CH:6]=1. The catalyst class is: 15. (4) Reactant: [C:1]([C:5]1[N:9]([CH2:10][CH2:11][C:12]2[CH:17]=[CH:16][CH:15]=[CH:14][CH:13]=2)[C:8]([CH3:18])=[C:7]([C:19]([O:21]CC)=[O:20])[CH:6]=1)([CH3:4])([CH3:3])[CH3:2].[OH-].[K+].Cl. Product: [C:1]([C:5]1[N:9]([CH2:10][CH2:11][C:12]2[CH:13]=[CH:14][CH:15]=[CH:16][CH:17]=2)[C:8]([CH3:18])=[C:7]([C:19]([OH:21])=[O:20])[CH:6]=1)([CH3:4])([CH3:2])[CH3:3]. The catalyst class is: 8. (5) Reactant: [I:1][C:2]1[C:10]2[C:5](=[CH:6][N:7]=[CH:8][CH:9]=2)[NH:4][N:3]=1.C(=O)([O-])[O-].[K+].[K+].Br[CH2:18][C:19]([O:21][C:22]([CH3:25])([CH3:24])[CH3:23])=[O:20]. Product: [I:1][C:2]1[C:10]2[C:5](=[CH:6][N:7]=[CH:8][CH:9]=2)[N:4]([CH2:18][C:19]([O:21][C:22]([CH3:25])([CH3:24])[CH3:23])=[O:20])[N:3]=1. The catalyst class is: 10. (6) Reactant: [NH2:1][CH:2]([CH2:16][C:17]1[CH:22]=[CH:21][CH:20]=[C:19]([O:23][C:24]([F:29])([F:28])[CH:25]([F:27])[F:26])[CH:18]=1)[CH:3]([C:5]1[N:6]=[C:7]([C:10]2[CH:15]=[CH:14][CH:13]=[CH:12][CH:11]=2)[S:8][CH:9]=1)[OH:4].[C:30]1([C:41](O)=[O:42])[CH:31]=[CH:32][CH:33]=[C:34]2[CH2:40][CH2:39][CH2:38][CH:37]=[CH:36][C:35]=12.O.ON1C2C=CC=CC=2N=N1.Cl.C(N=C=NCCCN(C)C)C. Product: [OH:4][CH:3]([C:5]1[N:6]=[C:7]([C:10]2[CH:15]=[CH:14][CH:13]=[CH:12][CH:11]=2)[S:8][CH:9]=1)[CH:2]([NH:1][C:41]([C:30]1[CH:31]=[CH:32][CH:33]=[C:34]2[CH2:40][CH2:39][CH2:38][CH:37]=[CH:36][C:35]=12)=[O:42])[CH2:16][C:17]1[CH:22]=[CH:21][CH:20]=[C:19]([O:23][C:24]([F:28])([F:29])[CH:25]([F:26])[F:27])[CH:18]=1. The catalyst class is: 115. (7) Reactant: [CH3:1][C:2]1[N:3]([CH2:25][CH:26]([CH3:28])[CH3:27])[C:4]2[C:13]3[CH:12]=[CH:11][C:10]([O:14][CH2:15][CH2:16][CH:17]4[CH2:22][CH2:21][NH:20][CH2:19][CH2:18]4)=[CH:9][C:8]=3[N:7]=[C:6]([NH2:23])[C:5]=2[N:24]=1.[CH:29]1([N:35]=[C:36]=[O:37])[CH2:34][CH2:33][CH2:32][CH2:31][CH2:30]1. Product: [NH2:23][C:6]1[C:5]2[N:24]=[C:2]([CH3:1])[N:3]([CH2:25][CH:26]([CH3:28])[CH3:27])[C:4]=2[C:13]2[CH:12]=[CH:11][C:10]([O:14][CH2:15][CH2:16][CH:17]3[CH2:18][CH2:19][N:20]([C:36]([NH:35][CH:29]4[CH2:34][CH2:33][CH2:32][CH2:31][CH2:30]4)=[O:37])[CH2:21][CH2:22]3)=[CH:9][C:8]=2[N:7]=1. The catalyst class is: 22.